This data is from Full USPTO retrosynthesis dataset with 1.9M reactions from patents (1976-2016). The task is: Predict the reactants needed to synthesize the given product. Given the product [Br:1][C:2]1[CH:7]=[CH:6][C:5]([O:8][CH:19]([CH3:21])[CH3:20])=[CH:4][C:3]=1[C:9]([F:10])([F:11])[F:12], predict the reactants needed to synthesize it. The reactants are: [Br:1][C:2]1[CH:7]=[CH:6][C:5]([OH:8])=[CH:4][C:3]=1[C:9]([F:12])([F:11])[F:10].C(=O)([O-])[O-].[K+].[K+].[CH:19](I)([CH3:21])[CH3:20].